From a dataset of NCI-60 drug combinations with 297,098 pairs across 59 cell lines. Regression. Given two drug SMILES strings and cell line genomic features, predict the synergy score measuring deviation from expected non-interaction effect. (1) Drug 1: CNC(=O)C1=CC=CC=C1SC2=CC3=C(C=C2)C(=NN3)C=CC4=CC=CC=N4. Drug 2: COC1=NC(=NC2=C1N=CN2C3C(C(C(O3)CO)O)O)N. Cell line: SN12C. Synergy scores: CSS=7.32, Synergy_ZIP=0.169, Synergy_Bliss=1.11, Synergy_Loewe=-17.9, Synergy_HSA=1.76. (2) Drug 1: C1=CC(=CC=C1CCCC(=O)O)N(CCCl)CCCl. Drug 2: C1=CC(=CC=C1C#N)C(C2=CC=C(C=C2)C#N)N3C=NC=N3. Cell line: T-47D. Synergy scores: CSS=22.6, Synergy_ZIP=-7.18, Synergy_Bliss=-2.92, Synergy_Loewe=-2.92, Synergy_HSA=-2.77.